This data is from hERG potassium channel inhibition data for cardiac toxicity prediction from Karim et al.. The task is: Regression/Classification. Given a drug SMILES string, predict its toxicity properties. Task type varies by dataset: regression for continuous values (e.g., LD50, hERG inhibition percentage) or binary classification for toxic/non-toxic outcomes (e.g., AMES mutagenicity, cardiotoxicity, hepatotoxicity). Dataset: herg_karim. (1) The drug is CCc1ccccc1C(=O)N(CC1CCC1)C1CCNC1. The result is 0 (non-blocker). (2) The compound is COCCN(C)Cc1csc(-c2cn(CC3CCCCC3)c3c(Cl)cccc23)n1. The result is 1 (blocker). (3) The molecule is Cl.c1ccc(C2CC3(N4CCCC4)CNCC2C(c2ccccc2)C3)cc1. The result is 1 (blocker).